From a dataset of Acute oral toxicity (LD50) regression data from Zhu et al.. Regression/Classification. Given a drug SMILES string, predict its toxicity properties. Task type varies by dataset: regression for continuous values (e.g., LD50, hERG inhibition percentage) or binary classification for toxic/non-toxic outcomes (e.g., AMES mutagenicity, cardiotoxicity, hepatotoxicity). Dataset: ld50_zhu. (1) The drug is N#CC(Cl)(Cl)CCl. The rat oral LD50 is 2.90, given as -log10 of the dose in mol/kg body weight (higher means more acutely toxic). (2) The compound is C=CC(=O)OCCOCCOCCOC(=O)C=C. The rat oral LD50 is 2.71, given as -log10 of the dose in mol/kg body weight (higher means more acutely toxic). (3) The drug is CNC(=O)ON=C(C)SCC(N)=O. The rat oral LD50 is 3.56, given as -log10 of the dose in mol/kg body weight (higher means more acutely toxic).